This data is from Reaction yield outcomes from USPTO patents with 853,638 reactions. The task is: Predict the reaction yield, written as a fraction of the theoretical maximum amount of product (1.0 means a 100% yield; for example, 0.34 means a 34% yield). The catalyst is C1(C)C=CC=CC=1.CC([O-])=O.CC([O-])=O.[Pd+2].C1C=CC(P(C2C=CC3C(=CC=CC=3)C=2C2C3C(=CC=CC=3)C=CC=2P(C2C=CC=CC=2)C2C=CC=CC=2)C2C=CC=CC=2)=CC=1. The yield is 0.880. The reactants are Br[C:2]1[CH:7]=[CH:6][CH:5]=[C:4]([CH3:8])[C:3]=1[N+:9]([O-:11])=[O:10].[C:12]1([NH2:18])[CH:17]=[CH:16][CH:15]=[CH:14][CH:13]=1.C([O-])([O-])=O.[Cs+].[Cs+]. The product is [CH3:8][C:4]1[C:3]([N+:9]([O-:11])=[O:10])=[C:2]([NH:18][C:12]2[CH:17]=[CH:16][CH:15]=[CH:14][CH:13]=2)[CH:7]=[CH:6][CH:5]=1.